This data is from Catalyst prediction with 721,799 reactions and 888 catalyst types from USPTO. The task is: Predict which catalyst facilitates the given reaction. (1) Reactant: [Cl:1][C:2]1[C:3](Cl)=[N:4][CH:5]=[C:6]([CH:10]=1)[C:7]([OH:9])=[O:8].I[CH2:13][CH3:14].C(=O)([O-])[O-].[K+].[K+].Cl.Cl.[CH:23]1([CH2:29][N:30]2[CH2:35][CH2:34][CH2:33][C@@H:32]([NH2:36])[CH2:31]2)[CH2:28][CH2:27][CH2:26][CH2:25][CH2:24]1. Product: [Cl:1][C:2]1[C:3]([NH:36][C@@H:32]2[CH2:33][CH2:34][CH2:35][N:30]([CH2:29][CH:23]3[CH2:24][CH2:25][CH2:26][CH2:27][CH2:28]3)[CH2:31]2)=[N:4][CH:5]=[C:6]([CH:10]=1)[C:7]([O:9][CH2:13][CH3:14])=[O:8]. The catalyst class is: 35. (2) Reactant: [Cl:1][C:2]1[CH:7]=[C:6]([F:8])[CH:5]=[CH:4][C:3]=1[C:9]1[S:13][C:12]([C:14]([O:16]C)=[O:15])=[CH:11][C:10]=1[C:18]1[CH:23]=[CH:22][C:21]([O:24][CH2:25][CH2:26][CH2:27][O:28][CH:29]2[CH2:34][CH2:33][CH2:32][CH2:31][O:30]2)=[CH:20][CH:19]=1.[OH-].[Na+].CO. Product: [Cl:1][C:2]1[CH:7]=[C:6]([F:8])[CH:5]=[CH:4][C:3]=1[C:9]1[S:13][C:12]([C:14]([OH:16])=[O:15])=[CH:11][C:10]=1[C:18]1[CH:19]=[CH:20][C:21]([O:24][CH2:25][CH2:26][CH2:27][O:28][CH:29]2[CH2:34][CH2:33][CH2:32][CH2:31][O:30]2)=[CH:22][CH:23]=1. The catalyst class is: 6. (3) Reactant: [OH:1][C@@H:2]1[CH2:6][CH2:5][O:4][CH2:3]1.[H-].[Na+].Cl[C:10]1[C:11]2[N:23]=[C:22]([Cl:24])[CH:21]=[CH:20][C:12]=2[N:13]=[C:14]([NH:16]C(=O)C)[N:15]=1. Product: [Cl:24][C:22]1[CH:21]=[CH:20][C:12]2[N:13]=[C:14]([NH2:16])[N:15]=[C:10]([O:1][CH:2]3[CH2:6][CH2:5][O:4][CH2:3]3)[C:11]=2[N:23]=1. The catalyst class is: 1. (4) Reactant: [CH2:1]([CH:3]([CH2:32][CH3:33])[C:4]([NH:6][C:7]1[CH:12]=[CH:11][C:10]([N:13]2[CH2:18][CH2:17][CH:16]([C:19](O)([C:24]3[CH:29]=[CH:28][CH:27]=[CH:26][CH:25]=3)[CH2:20][CH2:21][CH2:22][CH3:23])[CH2:15][CH2:14]2)=[C:9]([F:31])[CH:8]=1)=[O:5])[CH3:2].[SiH](CC)(CC)CC.C(O)(C(F)(F)F)=O. Product: [CH2:32]([CH:3]([CH2:1][CH3:2])[C:4]([NH:6][C:7]1[CH:12]=[CH:11][C:10]([N:13]2[CH2:18][CH2:17][CH:16]([CH:19]([C:24]3[CH:29]=[CH:28][CH:27]=[CH:26][CH:25]=3)[CH2:20][CH2:21][CH2:22][CH3:23])[CH2:15][CH2:14]2)=[C:9]([F:31])[CH:8]=1)=[O:5])[CH3:33]. The catalyst class is: 2. (5) Reactant: B(Br)(Br)Br.[Cl:5][C:6]1[C:15]2[C:10](=[CH:11][C:12]([C:18]3[N:23]=[N:22][C:21]([N:24]([CH3:35])[CH:25]4[CH2:30][C:29]([CH3:32])([CH3:31])[NH:28][C:27]([CH3:34])([CH3:33])[CH2:26]4)=[CH:20][CH:19]=3)=[C:13]([O:16]C)[CH:14]=2)[N:9]=[CH:8][CH:7]=1.CO. Product: [Cl:5][C:6]1[C:15]2[C:10](=[CH:11][C:12]([C:18]3[N:23]=[N:22][C:21]([N:24]([CH3:35])[CH:25]4[CH2:30][C:29]([CH3:31])([CH3:32])[NH:28][C:27]([CH3:34])([CH3:33])[CH2:26]4)=[CH:20][CH:19]=3)=[C:13]([OH:16])[CH:14]=2)[N:9]=[CH:8][CH:7]=1. The catalyst class is: 2. (6) Reactant: [NH2:1][C@@H:2]1[CH2:6][CH2:5][N:4]([C:7]2[C:16]3[C:11](=[CH:12][C:13]([CH3:17])=[CH:14][CH:15]=3)[N:10]=[C:9]([C:18]3[CH:23]=[CH:22][CH:21]=[CH:20][C:19]=3[OH:24])[N:8]=2)[CH2:3]1.N1([C:30]([O:32][CH2:33][CH:34]2[CH2:39][CH2:38][CH2:37][CH2:36][O:35]2)=[O:31])C=CN=C1.C(N(CC)CC)C. Product: [OH:24][C:19]1[CH:20]=[CH:21][CH:22]=[CH:23][C:18]=1[C:9]1[N:8]=[C:7]([N:4]2[CH2:5][CH2:6][C@@H:2]([NH:1][C:30](=[O:31])[O:32][CH2:33][CH:34]3[CH2:39][CH2:38][CH2:37][CH2:36][O:35]3)[CH2:3]2)[C:16]2[C:11](=[CH:12][C:13]([CH3:17])=[CH:14][CH:15]=2)[N:10]=1. The catalyst class is: 2. (7) Reactant: [NH:1]1[C:9]2[C:4](=[CH:5][C:6]([NH:10][C:11]3[C:12]4[C:19]5[CH2:20][CH2:21][CH:22]([C:24](O)=[O:25])[CH2:23][C:18]=5[S:17][C:13]=4[N:14]=[CH:15][N:16]=3)=[CH:7][CH:8]=2)[CH:3]=[N:2]1.[NH2:27][C:28]1[C:29]([CH3:34])=[CH:30][CH:31]=[CH:32][CH:33]=1.C(N(CC)C(C)C)(C)C.C(P1(=O)OP(CCC)(=O)OP(CCC)(=O)O1)CC.C(P(OP(CCC)=O)=O)CC. Product: [NH:1]1[C:9]2[C:4](=[CH:5][C:6]([NH:10][C:11]3[C:12]4[C:19]5[CH2:20][CH2:21][CH:22]([C:24]([NH:27][C:28]6[CH:33]=[CH:32][CH:31]=[CH:30][C:29]=6[CH3:34])=[O:25])[CH2:23][C:18]=5[S:17][C:13]=4[N:14]=[CH:15][N:16]=3)=[CH:7][CH:8]=2)[CH:3]=[N:2]1. The catalyst class is: 42. (8) Reactant: [CH:1]12[CH2:7][CH:4]([CH:5]=[CH:6]1)[CH2:3][CH:2]2[C:8]([OH:10])=O.C(Cl)(=O)C([Cl:14])=O.CN(C)C=O. Product: [CH:1]12[CH2:7][CH:4]([CH:5]=[CH:6]1)[CH2:3][CH:2]2[C:8]([Cl:14])=[O:10]. The catalyst class is: 4. (9) Reactant: C(OC([N:8]1[CH2:13][CH2:12][CH:11]([C:14](=[O:39])[NH:15][C:16]2[CH:17]=[N:18][C:19]([O:22][C:23]3[CH:24]=[C:25]4[C:30](=[CH:31][CH:32]=3)[O:29][CH:28]([C:33]3[CH:38]=[CH:37][CH:36]=[CH:35][CH:34]=3)[CH2:27][CH2:26]4)=[CH:20][CH:21]=2)[CH2:10][CH2:9]1)=O)(C)(C)C.Cl. Product: [C:33]1([CH:28]2[CH2:27][CH2:26][C:25]3[C:30](=[CH:31][CH:32]=[C:23]([O:22][C:19]4[N:18]=[CH:17][C:16]([NH:15][C:14]([CH:11]5[CH2:12][CH2:13][NH:8][CH2:9][CH2:10]5)=[O:39])=[CH:21][CH:20]=4)[CH:24]=3)[O:29]2)[CH:38]=[CH:37][CH:36]=[CH:35][CH:34]=1. The catalyst class is: 27.